This data is from Forward reaction prediction with 1.9M reactions from USPTO patents (1976-2016). The task is: Predict the product of the given reaction. (1) The product is: [CH3:41][N:40]([CH3:42])[C:38]([CH2:37][O:24][C:23](=[O:25])[C@@H:22]([NH:21][C:19]([C:15]1[C:16]([CH3:18])=[N:17][C:12]([NH:11][CH2:10][CH2:9][CH2:8][C:4]2[CH:5]=[CH:6][CH:7]=[C:2]([OH:1])[CH:3]=2)=[N:13][C:14]=1[CH3:35])=[O:20])[CH2:26][NH:27][C:28]([C:30]1[S:31][CH:32]=[CH:33][CH:34]=1)=[O:29])=[O:39]. Given the reactants [OH:1][C:2]1[CH:3]=[C:4]([CH2:8][CH2:9][CH2:10][NH:11][C:12]2[N:17]=[C:16]([CH3:18])[C:15]([C:19]([NH:21][C@@H:22]([CH2:26][NH:27][C:28]([C:30]3[S:31][CH:32]=[CH:33][CH:34]=3)=[O:29])[C:23]([OH:25])=[O:24])=[O:20])=[C:14]([CH3:35])[N:13]=2)[CH:5]=[CH:6][CH:7]=1.Cl[CH2:37][C:38]([N:40]([CH3:42])[CH3:41])=[O:39].[I-].[Na+].C(N(CC)CC)C, predict the reaction product. (2) Given the reactants [C:1]1([C:7]2[NH:8][C:9]3[C:14]([C:15]=2[CH:16]=O)=[CH:13][CH:12]=[CH:11][CH:10]=3)[CH:6]=[CH:5][CH:4]=[CH:3][CH:2]=1.C(=O)(O)O.[NH2:22][NH:23][C:24]([NH2:26])=[NH:25], predict the reaction product. The product is: [C:1]1([C:7]2[NH:8][C:9]3[C:14]([C:15]=2[CH:16]=[N:22][NH:23][C:24](=[NH:25])[NH2:26])=[CH:13][CH:12]=[CH:11][CH:10]=3)[CH:6]=[CH:5][CH:4]=[CH:3][CH:2]=1. (3) Given the reactants [CH2:1]([O:8][CH2:9][CH:10]([OH:17])[CH2:11][CH2:12][S:13]([NH2:16])(=[O:15])=[O:14])[C:2]1[CH:7]=[CH:6][CH:5]=[CH:4][CH:3]=1.[S:18](Cl)([C:21]1[CH:27]=[CH:26][C:24]([CH3:25])=[CH:23][CH:22]=1)(=[O:20])=[O:19].O, predict the reaction product. The product is: [CH3:25][C:24]1[CH:26]=[CH:27][C:21]([S:18]([O:17][CH:10]([CH2:11][CH2:12][S:13](=[O:15])(=[O:14])[NH2:16])[CH2:9][O:8][CH2:1][C:2]2[CH:3]=[CH:4][CH:5]=[CH:6][CH:7]=2)(=[O:20])=[O:19])=[CH:22][CH:23]=1. (4) Given the reactants [NH2:1][C:2]1[CH:3]=[CH:4][C:5]([C:51]2([C:54]#[N:55])[CH2:53][CH2:52]2)=[C:6]([CH2:8][N:9]([CH3:50])[C:10]([CH:12]([NH:24][C:25]2[CH:26]=[C:27]3[C:32](=[CH:33][CH:34]=2)[C:31]([N:35]([C:43]([O:45][C:46]([CH3:49])([CH3:48])[CH3:47])=[O:44])[C:36](=[O:42])[O:37][C:38]([CH3:41])([CH3:40])[CH3:39])=[N:30][CH:29]=[CH:28]3)[C:13]2[CH:18]=[CH:17][C:16]([C@@H:19]([CH3:22])[CH2:20][OH:21])=[C:15]([CH3:23])[CH:14]=2)=[O:11])[CH:7]=1.[C:56](Cl)(Cl)=[O:57], predict the reaction product. The product is: [C:38]([O:37][C:36]([N:35]([C:31]1[C:32]2[C:27](=[CH:26][C:25]([NH:24][C@H:12]3[C:10](=[O:11])[N:9]([CH3:50])[CH2:8][C:6]4[CH:7]=[C:2]([CH:3]=[CH:4][C:5]=4[C:51]4([C:54]#[N:55])[CH2:52][CH2:53]4)[NH:1][C:56](=[O:57])[O:21][CH2:20][C@H:19]([CH3:22])[C:16]4[C:15]([CH3:23])=[CH:14][C:13]3=[CH:18][CH:17]=4)=[CH:34][CH:33]=2)[CH:28]=[CH:29][N:30]=1)[C:43](=[O:44])[O:45][C:46]([CH3:48])([CH3:47])[CH3:49])=[O:42])([CH3:39])([CH3:40])[CH3:41].